From a dataset of Peptide-MHC class I binding affinity with 185,985 pairs from IEDB/IMGT. Regression. Given a peptide amino acid sequence and an MHC pseudo amino acid sequence, predict their binding affinity value. This is MHC class I binding data. (1) The peptide sequence is RPRPRTPEW. The MHC is HLA-B08:01 with pseudo-sequence HLA-B08:01. The binding affinity (normalized) is 0.213. (2) The peptide sequence is RIRQGLERA. The MHC is HLA-A31:01 with pseudo-sequence HLA-A31:01. The binding affinity (normalized) is 0.121. (3) The peptide sequence is TVAYFNMVY. The MHC is HLA-A03:01 with pseudo-sequence HLA-A03:01. The binding affinity (normalized) is 0.656. (4) The peptide sequence is ISDSNPYLTQW. The MHC is HLA-B08:01 with pseudo-sequence HLA-B08:01. The binding affinity (normalized) is 0. (5) The peptide sequence is DMYDQQLSV. The MHC is HLA-A01:01 with pseudo-sequence HLA-A01:01. The binding affinity (normalized) is 0.0847. (6) The peptide sequence is NFTNNAKTI. The MHC is H-2-Db with pseudo-sequence H-2-Db. The binding affinity (normalized) is 0. (7) The peptide sequence is AILAGEHKC. The MHC is HLA-A02:12 with pseudo-sequence HLA-A02:12. The binding affinity (normalized) is 0.240. (8) The peptide sequence is KLTQGRQTY. The MHC is HLA-B08:01 with pseudo-sequence HLA-B08:01. The binding affinity (normalized) is 0.0847. (9) The peptide sequence is ISSRVDRYSK. The MHC is HLA-A11:01 with pseudo-sequence HLA-A11:01. The binding affinity (normalized) is 0.477. (10) The peptide sequence is IYMLAGNYS. The MHC is HLA-A02:01 with pseudo-sequence HLA-A02:01. The binding affinity (normalized) is 0.